Dataset: Forward reaction prediction with 1.9M reactions from USPTO patents (1976-2016). Task: Predict the product of the given reaction. (1) Given the reactants [CH2:1]([O:3][P:4]([CH2:9][C:10]([O:12][C:13]([CH3:16])([CH3:15])[CH3:14])=[O:11])([O:6][CH2:7]C)=[O:5])C.[H-].[Na+].Br[CH2:20][C:21]1[N:22]=[CH:23][S:24][CH:25]=1, predict the reaction product. The product is: [CH3:1][O:3][P:4]([CH:9]([CH2:20][C:21]1[N:22]=[CH:23][S:24][CH:25]=1)[C:10]([O:12][C:13]([CH3:16])([CH3:15])[CH3:14])=[O:11])([O:6][CH3:7])=[O:5]. (2) Given the reactants [NH2:1][C:2]1[CH:3]=[C:4]([C:9]2[CH:10]=[CH:11][C:12]3[O:18][CH2:17][CH2:16][N:15]([C:19]([O:21][C:22]([CH3:25])([CH3:24])[CH3:23])=[O:20])[CH2:14][C:13]=3[CH:26]=2)[CH:5]=[N:6][C:7]=1[NH2:8].[CH3:27][O:28][C:29]([NH:31][C:32](=NC(OC)=O)SC)=[O:30], predict the reaction product. The product is: [CH3:27][O:28][C:29]([NH:31][C:32]1[NH:1][C:2]2[C:7]([N:8]=1)=[N:6][CH:5]=[C:4]([C:9]1[CH:10]=[CH:11][C:12]3[O:18][CH2:17][CH2:16][N:15]([C:19]([O:21][C:22]([CH3:23])([CH3:25])[CH3:24])=[O:20])[CH2:14][C:13]=3[CH:26]=1)[CH:3]=2)=[O:30]. (3) Given the reactants [I-:1].[OH:2][C:3]1[CH:4]=[C:5]([C@@H:9]([N+:11]([CH3:21])([CH3:20])[C@H:12]([C:14]2[CH:19]=[CH:18][CH:17]=[CH:16][CH:15]=2)[CH3:13])[CH3:10])[CH:6]=[CH:7][CH:8]=1.CO.C(=O)([O-])[O-].[K+].[K+].[CH2:30]([N:32]([CH3:36])[C:33](Cl)=[O:34])[CH3:31], predict the reaction product. The product is: [I-:1].[CH2:30]([N:32]([CH3:36])[C:33]([O:2][C:3]1[CH:4]=[C:5]([C@@H:9]([N+:11]([CH3:21])([CH3:20])[C@H:12]([C:14]2[CH:19]=[CH:18][CH:17]=[CH:16][CH:15]=2)[CH3:13])[CH3:10])[CH:6]=[CH:7][CH:8]=1)=[O:34])[CH3:31]. (4) Given the reactants [C:1]([O:9][CH:10]([CH2:52][OH:53])[CH2:11][O:12][C@H:13]1[O:42][C@H:41]([CH2:43][O:44][CH2:45][C:46]2[CH:51]=[CH:50][CH:49]=[CH:48][CH:47]=2)[C@H:32]([O:33][CH2:34][C:35]2[CH:40]=[CH:39][CH:38]=[CH:37][CH:36]=2)[C@H:23]([O:24][CH2:25][C:26]2[CH:31]=[CH:30][CH:29]=[CH:28][CH:27]=2)[C@H:14]1[O:15][CH2:16][C:17]1[CH:22]=[CH:21][CH:20]=[CH:19][CH:18]=1)(=[O:8])[C:2]1[CH:7]=[CH:6][CH:5]=[CH:4][CH:3]=1.[C:54]([O-:57])(O)=O.[Na+], predict the reaction product. The product is: [C:1]([O:9][CH:10]([CH2:52][O:53][C@H:13]1[O:42][C@H:41]([CH2:43][O:57][CH2:54][C:7]2[CH:2]=[CH:3][CH:4]=[CH:5][CH:6]=2)[C@H:32]([O:33][CH2:34][C:35]2[CH:40]=[CH:39][CH:38]=[CH:37][CH:36]=2)[C@H:23]([O:24][CH2:25][C:26]2[CH:31]=[CH:30][CH:29]=[CH:28][CH:27]=2)[C@H:14]1[O:15][CH2:16][C:17]1[CH:18]=[CH:19][CH:20]=[CH:21][CH:22]=1)[CH2:11][O:12][C@H:13]1[O:42][C@H:41]([CH2:43][O:44][CH2:45][C:46]2[CH:47]=[CH:48][CH:49]=[CH:50][CH:51]=2)[C@H:32]([O:33][CH2:34][C:35]2[CH:36]=[CH:37][CH:38]=[CH:39][CH:40]=2)[C@H:23]([O:24][CH2:25][C:26]2[CH:31]=[CH:30][CH:29]=[CH:28][CH:27]=2)[C@H:14]1[O:15][CH2:16][C:17]1[CH:18]=[CH:19][CH:20]=[CH:21][CH:22]=1)(=[O:8])[C:2]1[CH:3]=[CH:4][CH:5]=[CH:6][CH:7]=1. (5) The product is: [N:17]([CH:6]([CH3:16])[CH2:7][NH:8][C:9](=[O:10])[O:11][C:12]([CH3:15])([CH3:14])[CH3:13])=[N+:18]=[N-:19]. Given the reactants CS(O[CH:6]([CH3:16])[CH2:7][NH:8][C:9]([O:11][C:12]([CH3:15])([CH3:14])[CH3:13])=[O:10])(=O)=O.[N-:17]=[N+:18]=[N-:19].[Na+], predict the reaction product. (6) Given the reactants [OH:1][C:2]1[CH:10]=[CH:9][CH:8]=[C:7]2[C:3]=1[CH:4]=[CH:5][NH:6]2.C1C=CC(P(C2C=CC=CC=2)C2C=CC=CC=2)=CC=1.[Cl:30][CH2:31][CH2:32]O.CCOC(/N=N/C(OCC)=O)=O, predict the reaction product. The product is: [Cl:30][CH2:31][CH2:32][O:1][C:2]1[CH:10]=[CH:9][CH:8]=[C:7]2[C:3]=1[CH:4]=[CH:5][NH:6]2. (7) Given the reactants [H-].[Al+3].[Li+].[H-].[H-].[H-].[CH3:7][O:8][C:9]1[CH:14]=[CH:13][CH:12]=[CH:11][C:10]=1[N:15]1[C@H:19]([C:20](OCC)=[O:21])[CH2:18][CH2:17][C@@H:16]1[C:25](OCC)=[O:26], predict the reaction product. The product is: [CH3:7][O:8][C:9]1[CH:14]=[CH:13][CH:12]=[CH:11][C:10]=1[N:15]1[C@H:16]([CH2:25][OH:26])[CH2:17][CH2:18][C@@H:19]1[CH2:20][OH:21].